This data is from Catalyst prediction with 721,799 reactions and 888 catalyst types from USPTO. The task is: Predict which catalyst facilitates the given reaction. Reactant: C(O[C:4](=[O:19])[C:5]([F:18])([F:17])[CH:6]([C:8]1[CH:13]=[CH:12][CH:11]=[CH:10][C:9]=1[N+:14]([O-:16])=[O:15])[OH:7])C.[CH:20]([NH2:23])([CH3:22])[CH3:21]. The catalyst class is: 14. Product: [CH3:21][CH:20]([NH:23][C:4](=[O:19])[C:5]([F:17])([F:18])[CH:6]([C:8]1[CH:13]=[CH:12][CH:11]=[CH:10][C:9]=1[N+:14]([O-:16])=[O:15])[OH:7])[CH3:22].